This data is from Forward reaction prediction with 1.9M reactions from USPTO patents (1976-2016). The task is: Predict the product of the given reaction. (1) Given the reactants ClCl.IC1N=C(N)C2N=CN(C=2N=1)[C@@H]1O[C@H](CCl)[C@@H](O)[C@H]1[OH:13].[Cl:23][C:24]1[N:25]=[C:26]([NH2:42])[C:27]2[N:28]=[CH:29][N:30]([C:40]=2[N:41]=1)[C@@H:31]1[O:39][C@H:36]([CH2:37]Cl)[C@@H:34]([OH:35])[C@H:32]1[OH:33], predict the reaction product. The product is: [Cl:23][C:24]1[N:25]=[C:26]([NH2:42])[C:27]2[N:28]=[CH:29][N:30]([C:40]=2[N:41]=1)[C@@H:31]1[O:39][C@H:36]([CH2:37][OH:13])[C@@H:34]([OH:35])[C@H:32]1[OH:33]. (2) Given the reactants [C:1](C12CC1CCCC2)#C.[CH3:10][O:11][C:12]1([O:18][CH3:19])[CH2:15][CH:14]([CH2:16]O)[CH2:13]1, predict the reaction product. The product is: [C:16]([CH:14]1[CH2:15][C:12]([O:18][CH3:19])([O:11][CH3:10])[CH2:13]1)#[CH:1].